From a dataset of Forward reaction prediction with 1.9M reactions from USPTO patents (1976-2016). Predict the product of the given reaction. (1) Given the reactants [CH:1]1([CH2:7][C@@H:8]([NH2:24])[CH2:9][N:10]2[CH2:15][CH2:14][N:13]([C:16]3[CH:21]=[CH:20][CH:19]=[CH:18][C:17]=3[O:22][CH3:23])[CH2:12][CH2:11]2)[CH2:6][CH2:5][CH2:4][CH2:3][CH2:2]1.C(N(CC)CC)C.[CH3:32][C:33]1([C:39]([Cl:41])=[O:40])[CH2:38][CH2:37][CH2:36][CH2:35][CH2:34]1, predict the reaction product. The product is: [OH2:22].[ClH:41].[CH:1]1([CH2:7][C@@H:8]([NH:24][C:39]([C:33]2([CH3:32])[CH2:38][CH2:37][CH2:36][CH2:35][CH2:34]2)=[O:40])[CH2:9][N:10]2[CH2:15][CH2:14][N:13]([C:16]3[CH:21]=[CH:20][CH:19]=[CH:18][C:17]=3[O:22][CH3:23])[CH2:12][CH2:11]2)[CH2:6][CH2:5][CH2:4][CH2:3][CH2:2]1.[ClH:41]. (2) The product is: [CH3:26][CH:27]([CH3:29])[CH2:28][C:4](=[O:24])[CH2:5][CH2:6][CH2:7][N:8]1[C:20]2[C:19]3[CH:18]=[CH:17][CH:16]=[CH:15][C:14]=3[N:13]=[CH:12][C:11]=2[N:10]=[C:9]1[CH2:21][CH2:22][CH3:23]. Given the reactants CON(C)[C:4](=[O:24])[CH2:5][CH2:6][CH2:7][N:8]1[C:20]2[C:19]3[CH:18]=[CH:17][CH:16]=[CH:15][C:14]=3[N:13]=[CH:12][C:11]=2[N:10]=[C:9]1[CH2:21][CH2:22][CH3:23].[CH2:26]([Mg]Cl)[CH:27]([CH3:29])[CH3:28], predict the reaction product. (3) Given the reactants [C:1]([C:3]1[CH:8]=[CH:7][C:6]([CH2:9][CH2:10][N:11]2[CH2:18][CH2:17][C:14]3([CH2:16][O:15]3)[CH2:13][CH2:12]2)=[CH:5][CH:4]=1)#[N:2].[CH3:19][NH:20][C:21]1[CH:29]=[CH:28][C:24]([C:25]([OH:27])=[O:26])=[CH:23][CH:22]=1.C(=O)([O-])O.[Na+], predict the reaction product. The product is: [C:1]([C:3]1[CH:8]=[CH:7][C:6]([CH2:9][CH2:10][N:11]2[CH2:18][CH2:17][C:14]([CH2:16][N:20]([CH3:19])[C:21]3[CH:22]=[CH:23][C:24]([C:25]([OH:27])=[O:26])=[CH:28][CH:29]=3)([OH:15])[CH2:13][CH2:12]2)=[CH:5][CH:4]=1)#[N:2]. (4) Given the reactants [CH3:1][O:2][C:3]1[CH:11]=[CH:10][C:6]([C:7](Cl)=[O:8])=[CH:5][CH:4]=1.[Cl:12][C:13]1[C:18]([NH2:19])=[CH:17][CH:16]=[C:15]([Cl:20])[N:14]=1, predict the reaction product. The product is: [Cl:12][C:13]1[C:18]([NH:19][C:7](=[O:8])[C:6]2[CH:10]=[CH:11][C:3]([O:2][CH3:1])=[CH:4][CH:5]=2)=[CH:17][CH:16]=[C:15]([Cl:20])[N:14]=1.